Dataset: Full USPTO retrosynthesis dataset with 1.9M reactions from patents (1976-2016). Task: Predict the reactants needed to synthesize the given product. (1) Given the product [Cl:72][C:70]1[CH:3]=[C:2]([C:29]2[C:24]([CH2:22][CH3:23])=[C:25]([S:37]([NH:40][C@H:41]([C:52]([N:54]3[CH2:55][CH2:56][O:57][CH2:58][C@@H:59]3[CH3:61])=[O:53])[CH2:42][NH:43][C:44]([C:46]3[S:47][C:48]([Cl:51])=[CH:49][CH:50]=3)=[O:45])(=[O:39])=[O:38])[CH:26]=[CH:27][CH:28]=2)[C:13](=[O:14])[N:15]([CH3:20])[CH:16]=1, predict the reactants needed to synthesize it. The reactants are: N[C@H:2]([C:13]([N:15]1[CH2:20]COC[C@@H:16]1C)=[O:14])[CH2:3]NC(C1SC(Cl)=CC=1)=O.[CH2:22]([C:24]1[C:29](N2CCOCC2=O)=[CH:28][CH:27]=[CH:26][C:25]=1[S:37]([NH:40][C@H:41]([C:52]([N:54]1[CH2:59][CH2:58][O:57][C@H:56](C)[CH2:55]1)=[O:53])[CH2:42][NH:43][C:44]([C:46]1[S:47][C:48]([Cl:51])=[CH:49][CH:50]=1)=[O:45])(=[O:39])=[O:38])[CH3:23].[CH3:61]CN(C(C)C)C(C)C.[CH2:70]([Cl:72])Cl.O1CCOCC1. (2) The reactants are: [F:1][C:2]([F:13])([F:12])[C:3]1[CH:8]=[CH:7][CH:6]=[CH:5][C:4]=1[N:9]=[C:10]=[O:11].C(N(CC)CC)C.[Cl:21][C:22]1[CH:29]=[C:28]([O:30][CH2:31][CH:32]=[C:33]([Cl:35])[Cl:34])[CH:27]=[C:26]([Cl:36])[C:23]=1[CH2:24][NH2:25].N(CC([O-])=O)C.[K+]. Given the product [Cl:21][C:22]1[CH:29]=[C:28]([O:30][CH2:31][CH:32]=[C:33]([Cl:34])[Cl:35])[CH:27]=[C:26]([Cl:36])[C:23]=1[CH2:24][NH:25][C:10]([NH:9][C:4]1[CH:5]=[CH:6][CH:7]=[CH:8][C:3]=1[C:2]([F:12])([F:13])[F:1])=[O:11], predict the reactants needed to synthesize it.